Task: Predict the product of the given reaction.. Dataset: Forward reaction prediction with 1.9M reactions from USPTO patents (1976-2016) (1) The product is: [NH:44]1[C:45]2[CH:50]=[CH:49][CH:48]=[CH:47][C:46]=2[N:51]=[C:12]1[CH:11]([NH:10][C:8](=[O:9])[O:7][C:3]([CH3:6])([CH3:5])[CH3:4])[CH2:15][C:16]1[C:21]([F:22])=[C:20]([F:23])[C:19]([O:24][CH3:25])=[C:18]([F:26])[C:17]=1[F:27]. Given the reactants N#N.[C:3]([O:7][C:8]([NH:10][CH:11]([CH2:15][C:16]1[C:21]([F:22])=[C:20]([F:23])[C:19]([O:24][CH3:25])=[C:18]([F:26])[C:17]=1[F:27])[C:12](O)=O)=[O:9])([CH3:6])([CH3:5])[CH3:4].C(N1CCOCC1)C.CN(C(O[N:44]1N=[N:51][C:46]2[CH:47]=[CH:48][CH:49]=[CH:50][C:45]1=2)=[N+](C)C)C.[B-](F)(F)(F)F.C1(N)C(N)=CC=CC=1, predict the reaction product. (2) The product is: [F:41][C:40]([F:43])([F:42])[C:38]1[CH:37]=[C:10]([CH:9]=[C:8]([C:7]([F:44])([F:6])[F:45])[CH:39]=1)[CH2:11][N:12]([CH2:18][C:19]1[C:20]([N:29]([CH2:33][CH:34]2[CH2:35][CH2:36]2)[CH2:30][CH2:31][CH3:32])=[N:21][C:22]2[C:27]([CH:28]=1)=[CH:26][CH:25]=[CH:24][CH:23]=2)[C:13]1[N:14]=[N:15][N:16]([C:47]([CH3:54])([CH3:53])[C:48]([O:50][CH2:51][CH3:52])=[O:49])[N:17]=1. Given the reactants CN(C)C=O.[F:6][C:7]([F:45])([F:44])[C:8]1[CH:9]=[C:10]([CH:37]=[C:38]([C:40]([F:43])([F:42])[F:41])[CH:39]=1)[CH2:11][N:12]([CH2:18][C:19]1[C:20]([N:29]([CH2:33][CH:34]2[CH2:36][CH2:35]2)[CH2:30][CH2:31][CH3:32])=[N:21][C:22]2[C:27]([CH:28]=1)=[CH:26][CH:25]=[CH:24][CH:23]=2)[C:13]1[N:14]=[N:15][NH:16][N:17]=1.Br[C:47]([CH3:54])([CH3:53])[C:48]([O:50][CH2:51][CH3:52])=[O:49].[I-].[K+], predict the reaction product. (3) Given the reactants O[CH2:2][CH2:3][CH:4]([CH2:12][CH:13]=[CH2:14])/[CH:5]=[CH:6]/[C:7]([O:9][CH2:10][CH3:11])=[O:8].CCN(S(F)(F)[F:21])CC.C(=O)(O)[O-].[Na+], predict the reaction product. The product is: [F:21][CH2:2][CH2:3][CH:4]([CH2:12][CH:13]=[CH2:14])/[CH:5]=[CH:6]/[C:7]([O:9][CH2:10][CH3:11])=[O:8]. (4) Given the reactants [CH3:1][CH:2]([C:4]1[S:8][CH:7]=[N:6][C:5]=1[C:9]([O:11]C)=[O:10])[CH3:3].[OH-].[Na+], predict the reaction product. The product is: [CH3:3][CH:2]([C:4]1[S:8][CH:7]=[N:6][C:5]=1[C:9]([OH:11])=[O:10])[CH3:1]. (5) Given the reactants [NH2:1][C@@H:2]([C:8]([OH:10])=[O:9])[CH2:3][CH2:4][C:5](=[O:7])[OH:6].[CH2:11](O)[C:12]1[CH:17]=[CH:16][CH:15]=[CH:14][CH:13]=1.B(F)(F)F.CCOCC.C(N(CC)CC)C, predict the reaction product. The product is: [NH2:1][C@@H:2]([C:8]([OH:10])=[O:9])[CH2:3][CH2:4][C:5](=[O:6])[O:7][CH2:11][C:12]1[CH:17]=[CH:16][CH:15]=[CH:14][CH:13]=1. (6) Given the reactants [O:1]=[S:2]1(=[O:31])[C:7]2[CH:8]=[CH:9][CH:10]=[CH:11][C:6]=2[NH:5][C:4]([C:12]2[C:13](=[O:30])[N:14]([N:23]=[C:24]3[CH2:28][CH2:27][CH:26]([CH3:29])[CH2:25]3)[C:15]3[C:20]([C:21]=2[OH:22])=[CH:19][CH:18]=[CH:17][CH:16]=3)=[N:3]1.CO.[BH4-].[Li+].Cl, predict the reaction product. The product is: [O:31]=[S:2]1(=[O:1])[C:7]2[CH:8]=[CH:9][CH:10]=[CH:11][C:6]=2[NH:5][C:4]([C:12]2[C:13](=[O:30])[N:14]([NH:23][CH:24]3[CH2:28][CH2:27][CH:26]([CH3:29])[CH2:25]3)[C:15]3[C:20]([C:21]=2[OH:22])=[CH:19][CH:18]=[CH:17][CH:16]=3)=[N:3]1.